From a dataset of Full USPTO retrosynthesis dataset with 1.9M reactions from patents (1976-2016). Predict the reactants needed to synthesize the given product. (1) Given the product [C:20]1([C:6]2[NH:8][C:9]3=[CH:10][N:11]=[CH:12][CH:13]=[C:14]3[CH:15]=2)[CH:25]=[CH:24][CH:23]=[CH:22][CH:21]=1, predict the reactants needed to synthesize it. The reactants are: C(O[C:6]([NH:8][C:9]1[CH:10]=[N:11][CH:12]=[CH:13][C:14]=1[CH3:15])=O)(C)(C)C.CON(C)C(=O)[C:20]1[CH:25]=[CH:24][CH:23]=[CH:22][CH:21]=1.O. (2) The reactants are: [CH3:1][N:2]([CH2:10][C:11]1[CH:15]=[C:14]([N:16]([CH3:23])[C:17]2[CH:22]=[CH:21][CH:20]=[CH:19][CH:18]=2)[N:13]([C:24]2[CH:29]=[CH:28][CH:27]=[CH:26][CH:25]=2)[N:12]=1)C(=O)OC(C)(C)C.C(OCC)(=O)C.[ClH:36]. Given the product [ClH:36].[CH3:23][N:16]([C:17]1[CH:22]=[CH:21][CH:20]=[CH:19][CH:18]=1)[C:14]1[N:13]([C:24]2[CH:29]=[CH:28][CH:27]=[CH:26][CH:25]=2)[N:12]=[C:11]([CH2:10][NH:2][CH3:1])[CH:15]=1, predict the reactants needed to synthesize it. (3) Given the product [I:20][C:17]1[CH:18]=[C:13]([O:12][CH:10]([C:3]2[C:4]([Cl:9])=[CH:5][CH:6]=[C:7]([F:8])[C:2]=2[Cl:1])[CH3:11])[C:14]([NH2:19])=[N:15][CH:16]=1, predict the reactants needed to synthesize it. The reactants are: [Cl:1][C:2]1[C:7]([F:8])=[CH:6][CH:5]=[C:4]([Cl:9])[C:3]=1[CH:10]([O:12][C:13]1[C:14]([NH2:19])=[N:15][CH:16]=[CH:17][CH:18]=1)[CH3:11].[I:20]N1C(=O)CCC1=O. (4) Given the product [NH2:1][C:2]1[C:7]([C:8]#[N:9])=[C:6]([C:10]2[CH:11]=[CH:12][C:13]([O:16][CH2:17][C@@H:18]([OH:19])[CH2:22][OH:21])=[CH:14][CH:15]=2)[C:5]([C:25]#[N:26])=[C:4]([S:27][CH2:28][C:29]2[N:30]=[C:31]([C:34]3[CH:35]=[CH:36][C:37]([Cl:40])=[CH:38][CH:39]=3)[O:32][CH:33]=2)[N:3]=1, predict the reactants needed to synthesize it. The reactants are: [NH2:1][C:2]1[C:7]([C:8]#[N:9])=[C:6]([C:10]2[CH:15]=[CH:14][C:13]([O:16][CH2:17][C@@H:18]3[CH2:22][O:21]C(C)(C)[O:19]3)=[CH:12][CH:11]=2)[C:5]([C:25]#[N:26])=[C:4]([S:27][CH2:28][C:29]2[N:30]=[C:31]([C:34]3[CH:39]=[CH:38][C:37]([Cl:40])=[CH:36][CH:35]=3)[O:32][CH:33]=2)[N:3]=1.O. (5) The reactants are: [CH3:1][N:2]1[CH2:27][CH2:26][C:5]2[N:6]([CH2:14][CH:15]([C:20]3[CH:25]=[CH:24][N:23]=[CH:22][CH:21]=3)[CH2:16][C:17]([OH:19])=O)[C:7]3[CH:8]=[CH:9][C:10]([CH3:13])=[CH:11][C:12]=3[C:4]=2[CH2:3]1.Cl.[CH3:29][NH:30][CH3:31].C1CN([P+](ON2N=NC3C=CC=CC2=3)(N2CCCC2)N2CCCC2)CC1.F[P-](F)(F)(F)(F)F.C(N(CC)CC)C. Given the product [CH3:1][N:2]1[CH2:27][CH2:26][C:5]2[N:6]([CH2:14][CH:15]([C:20]3[CH:21]=[CH:22][N:23]=[CH:24][CH:25]=3)[CH2:16][C:17]([N:30]([CH3:31])[CH3:29])=[O:19])[C:7]3[CH:8]=[CH:9][C:10]([CH3:13])=[CH:11][C:12]=3[C:4]=2[CH2:3]1, predict the reactants needed to synthesize it. (6) Given the product [F:1][C:2]([F:32])([F:31])[CH2:3][C:4]1[N:9]2[N:10]=[CH:11][C:12]([NH2:18])=[C:13]([C:14]([F:17])([F:16])[F:15])[C:8]2=[N:7][N:6]=1, predict the reactants needed to synthesize it. The reactants are: [F:1][C:2]([F:32])([F:31])[CH2:3][C:4]([NH:6][NH:7][C:8]1[N:9]=[N:10][CH:11]=[C:12]([NH:18]C[C@@H]2C[C@H]2C2C=CC=CC=2OC)[C:13]=1[C:14]([F:17])([F:16])[F:15])=O.P(Cl)(Cl)(Cl)=O. (7) Given the product [CH3:8][C@H:7]1[CH2:6][NH:5][C:3](=[O:4])[CH2:2][N:9]1[C:10]([O:11][C:12]([CH3:15])([CH3:14])[CH3:13])=[O:16], predict the reactants needed to synthesize it. The reactants are: Cl[CH2:2][C:3]([NH:5][CH2:6][C@@H:7]([NH:9][C:10](=[O:16])[O:11][C:12]([CH3:15])([CH3:14])[CH3:13])[CH3:8])=[O:4].C(=O)([O-])[O-].[K+].[K+].CC(OC(OC(OC(C)(C)C)=O)=O)(C)C.O. (8) Given the product [CH3:1][C@H:2]1[CH2:7][N:6]([C:8]2[CH:13]=[CH:12][C:11]([O:14][C:15]([F:16])([F:18])[F:17])=[CH:10][CH:9]=2)[CH2:5][C@@H:4]([CH3:19])[N:3]1[S:20]([C:23]1[C:24]2[CH2:25][CH:26]([C:32]3[NH:46][N:45]=[N:44][N:33]=3)[CH2:27][C:28]=2[CH:29]=[CH:30][CH:31]=1)(=[O:22])=[O:21], predict the reactants needed to synthesize it. The reactants are: [CH3:1][C@H:2]1[CH2:7][N:6]([C:8]2[CH:13]=[CH:12][C:11]([O:14][C:15]([F:18])([F:17])[F:16])=[CH:10][CH:9]=2)[CH2:5][C@@H:4]([CH3:19])[N:3]1[S:20]([C:23]1[CH:31]=[CH:30][CH:29]=[C:28]2[C:24]=1[CH2:25][CH:26]([C:32]#[N:33])[CH2:27]2)(=[O:22])=[O:21].C([Sn](=O)CCCC)CCC.[N:44]([Si](C)(C)C)=[N+:45]=[N-:46].